Dataset: Catalyst prediction with 721,799 reactions and 888 catalyst types from USPTO. Task: Predict which catalyst facilitates the given reaction. (1) Reactant: [CH2:1]1[CH2:5]O[CH2:3][CH2:2]1.[CH2:6]([C:12]1[CH:16]=[CH:15][S:14][C:13]=1[C:17]1[S:18][CH:19]=[C:20]([CH2:22][CH2:23][CH2:24][CH2:25][CH2:26][CH3:27])[CH:21]=1)[CH2:7][CH2:8][CH2:9][CH2:10][CH3:11].[Li][CH2:29][CH2:30][CH2:31][CH3:32].[Sn:33](Cl)([CH2:42][CH2:43][CH2:44][CH3:45])([CH2:38][CH2:39][CH2:40][CH3:41])[CH2:34][CH2:35][CH2:36][CH3:37]. Product: [CH2:3]([Sn:33]([CH2:34][CH2:35][CH2:36][CH3:37])([CH2:29][CH2:30][CH2:31][CH3:32])[C:15]1[S:14][C:13]([C:17]2[S:18][C:19]([Sn:33]([CH2:42][CH2:43][CH2:44][CH3:45])([CH2:38][CH2:39][CH2:40][CH3:41])[CH2:34][CH2:35][CH2:36][CH3:37])=[C:20]([CH2:22][CH2:23][CH2:24][CH2:25][CH2:26][CH3:27])[CH:21]=2)=[C:12]([CH2:6][CH2:7][CH2:8][CH2:9][CH2:10][CH3:11])[CH:16]=1)[CH2:2][CH2:1][CH3:5]. The catalyst class is: 6. (2) Reactant: O[Li].O.[Br:4][C:5]1[CH:6]=[C:7]([C:20]([O:22]C)=[O:21])[N:8]([CH2:10][C:11]([C:13]2[CH:18]=[CH:17][C:16]([Cl:19])=[CH:15][CH:14]=2)=[O:12])[CH:9]=1. Product: [Br:4][C:5]1[CH:6]=[C:7]([C:20]([OH:22])=[O:21])[N:8]([CH2:10][C:11]([C:13]2[CH:18]=[CH:17][C:16]([Cl:19])=[CH:15][CH:14]=2)=[O:12])[CH:9]=1. The catalyst class is: 1. (3) Reactant: Cl[CH2:2][CH2:3][O:4][C:5]1[CH:10]=[CH:9][C:8]([N+:11]([O-:13])=[O:12])=[CH:7][CH:6]=1.[NH:14]1[CH2:19][CH2:18][CH2:17][CH2:16][CH2:15]1. Product: [N:14]1([CH2:2][CH2:3][O:4][C:5]2[CH:10]=[CH:9][C:8]([N+:11]([O-:13])=[O:12])=[CH:7][CH:6]=2)[CH2:19][CH2:18][CH2:17][CH2:16][CH2:15]1. The catalyst class is: 11. (4) Reactant: [C:1]([NH:4][C:5]1[CH:10]=[CH:9][CH:8]=[CH:7][C:6]=1[C:11](=[C:25]1[CH2:30][CH2:29][NH:28][CH2:27][CH2:26]1)[C:12]1[CH:24]=[CH:23][C:15]([C:16]([N:18]([CH2:21][CH3:22])[CH2:19][CH3:20])=[O:17])=[CH:14][CH:13]=1)(=[O:3])[CH3:2].[CH:31](=O)[C:32]1[CH:37]=[CH:36][CH:35]=[CH:34][CH:33]=1.C(O)(=O)C.[BH-](OC(C)=O)(OC(C)=O)OC(C)=O.[Na+].C(O)(C(F)(F)F)=O. Product: [C:1]([NH:4][C:5]1[CH:10]=[CH:9][CH:8]=[CH:7][C:6]=1[C:11](=[C:25]1[CH2:30][CH2:29][N:28]([CH2:31][C:32]2[CH:37]=[CH:36][CH:35]=[CH:34][CH:33]=2)[CH2:27][CH2:26]1)[C:12]1[CH:24]=[CH:23][C:15]([C:16]([N:18]([CH2:19][CH3:20])[CH2:21][CH3:22])=[O:17])=[CH:14][CH:13]=1)(=[O:3])[CH3:2]. The catalyst class is: 26. (5) Reactant: Cl.Cl[CH2:3][CH2:4][C@H:5]1[CH2:9][CH2:8][CH2:7][N:6]1[CH3:10].[Cl:11][C:12]1[CH:17]=[CH:16][C:15]([C:18]([C:21]2[CH:26]=[CH:25][CH:24]=[CH:23][CH:22]=2)([OH:20])[CH3:19])=[CH:14][CH:13]=1.[NH2-].[Na+]. Product: [Cl:11][C:12]1[CH:13]=[CH:14][C:15]([C:18]([C:21]2[CH:22]=[CH:23][CH:24]=[CH:25][CH:26]=2)([O:20][CH2:3][CH2:4][C@H:5]2[CH2:9][CH2:8][CH2:7][N:6]2[CH3:10])[CH3:19])=[CH:16][CH:17]=1. The catalyst class is: 11. (6) Reactant: C([O:5][C:6](=[O:43])[CH2:7][CH2:8][NH:9][S:10]([C:13]1[CH:18]=[CH:17][CH:16]=[C:15]([C:19]([N:21]2[CH2:42][CH2:41][C:24]3([NH:28]/[C:27](=[N:29]/[C:30]([C:32]4[C:37]([NH2:38])=[N:36][C:35]([NH2:39])=[C:34]([Cl:40])[N:33]=4)=[O:31])/[NH:26][CH2:25]3)[CH2:23][CH2:22]2)=[O:20])[CH:14]=1)(=[O:12])=[O:11])(C)(C)C.CCCC(C)C. Product: [NH2:38][C:37]1[C:32]([C:30](/[N:29]=[C:27]2/[NH:28][C:24]3([CH2:41][CH2:42][N:21]([C:19]([C:15]4[CH:14]=[C:13]([S:10]([NH:9][CH2:8][CH2:7][C:6]([OH:43])=[O:5])(=[O:11])=[O:12])[CH:18]=[CH:17][CH:16]=4)=[O:20])[CH2:22][CH2:23]3)[CH2:25][NH:26]/2)=[O:31])=[N:33][C:34]([Cl:40])=[C:35]([NH2:39])[N:36]=1. The catalyst class is: 89.